This data is from Forward reaction prediction with 1.9M reactions from USPTO patents (1976-2016). The task is: Predict the product of the given reaction. (1) Given the reactants Cl[C:2]1[CH:7]=[C:6]([C:8]#[C:9][C:10]2[N:14]3[N:15]=[C:16]([C:19]4[CH:24]=[CH:23][C:22]([C:25]([N:27]5[CH2:32][CH2:31][O:30][CH2:29][CH2:28]5)=[O:26])=[CH:21][CH:20]=4)[CH:17]=[CH:18][C:13]3=[N:12][CH:11]=2)[CH:5]=[CH:4][N:3]=1.[C:33]1(B(O)O)[CH:38]=[CH:37][CH:36]=[CH:35][CH:34]=1.C([O-])([O-])=O.[Na+].[Na+], predict the reaction product. The product is: [O:30]1[CH2:31][CH2:32][N:27]([C:25]([C:22]2[CH:23]=[CH:24][C:19]([C:16]3[CH:17]=[CH:18][C:13]4[N:14]([C:10]([C:9]#[C:8][C:6]5[CH:5]=[CH:4][N:3]=[C:2]([C:33]6[CH:38]=[CH:37][CH:36]=[CH:35][CH:34]=6)[CH:7]=5)=[CH:11][N:12]=4)[N:15]=3)=[CH:20][CH:21]=2)=[O:26])[CH2:28][CH2:29]1. (2) Given the reactants C(N(C(C)C)CC)(C)C.[CH3:10][S:11](Cl)(=[O:13])=[O:12].[C:15]1([S:21]([N:24]2[C:28]3=[N:29][CH:30]=[C:31]([NH:40][C:41](=[O:48])[CH2:42][CH:43]4[CH2:47][CH2:46][CH2:45][CH2:44]4)[C:32]([NH:33][CH:34]4[CH2:39][CH2:38][NH:37][CH2:36][CH2:35]4)=[C:27]3[CH:26]=[CH:25]2)(=[O:23])=[O:22])[CH:20]=[CH:19][CH:18]=[CH:17][CH:16]=1, predict the reaction product. The product is: [C:15]1([S:21]([N:24]2[C:28]3=[N:29][CH:30]=[C:31]([NH:40][C:41](=[O:48])[CH2:42][CH:43]4[CH2:44][CH2:45][CH2:46][CH2:47]4)[C:32]([NH:33][CH:34]4[CH2:35][CH2:36][N:37]([S:11]([CH3:10])(=[O:13])=[O:12])[CH2:38][CH2:39]4)=[C:27]3[CH:26]=[CH:25]2)(=[O:23])=[O:22])[CH:20]=[CH:19][CH:18]=[CH:17][CH:16]=1. (3) Given the reactants [N-:1]=[N+:2]=[N-:3].[Na+].[Si](Cl)(Cl)(Cl)Cl.[N+:10]([C:13]1[C:22]2[C:17](=[CH:18][CH:19]=[CH:20][CH:21]=2)[CH:16]=[CH:15][C:14]=1[NH:23][C:24]1[CH:29]=[CH:28][C:27]([NH:30][C:31](=O)[CH2:32][CH2:33][C:34]2[CH:35]=[N:36][CH:37]=[CH:38][CH:39]=2)=[CH:26][CH:25]=1)([O-:12])=[O:11].C(=O)([O-])O.[Na+], predict the reaction product. The product is: [N+:10]([C:13]1[C:22]2[C:17](=[CH:18][CH:19]=[CH:20][CH:21]=2)[CH:16]=[CH:15][C:14]=1[NH:23][C:24]1[CH:29]=[CH:28][C:27]([N:30]2[C:31]([CH2:32][CH2:33][C:34]3[CH:35]=[N:36][CH:37]=[CH:38][CH:39]=3)=[N:3][N:2]=[N:1]2)=[CH:26][CH:25]=1)([O-:12])=[O:11]. (4) Given the reactants [CH3:1][C:2](C)([C:6]1[CH:11]=[CH:10][CH:9]=[CH:8][C:7]=1[O:12][CH2:13][C:14]1[CH:19]=[CH:18][CH:17]=[CH:16][CH:15]=1)[C:3](N)=O.FC(F)(F)C(OI(C1C=CC=CC=1)OC(=O)C(F)(F)F)=O.C(#[N:44])C, predict the reaction product. The product is: [CH3:1][C:2]([CH3:3])([C:6]1[CH:11]=[CH:10][CH:9]=[CH:8][C:7]=1[O:12][CH2:13][C:14]1[CH:19]=[CH:18][CH:17]=[CH:16][CH:15]=1)[NH2:44]. (5) Given the reactants P(Br)(Br)[Br:2].[Br:5][C:6]1[C:7]([F:15])=[C:8]([CH2:13]O)[C:9]([Cl:12])=[CH:10][CH:11]=1.O, predict the reaction product. The product is: [Br:5][C:6]1[CH:11]=[CH:10][C:9]([Cl:12])=[C:8]([CH2:13][Br:2])[C:7]=1[F:15]. (6) Given the reactants [F:1][C:2]1[CH:7]=[CH:6][C:5]([C:8]2[C:9](=[O:19])[C:10]([C:14]([O:16][CH2:17][CH3:18])=[O:15])=[CH:11][NH:12][CH:13]=2)=[CH:4][CH:3]=1.C(=O)([O-])[O-].[Cs+].[Cs+].Br.Br[CH2:28][CH2:29][N:30]([CH2:33][CH3:34])[CH2:31][CH3:32].Cl, predict the reaction product. The product is: [CH2:29]([N:30]([CH2:33][CH3:34])[CH2:31][CH2:32][N:12]1[CH:13]=[C:8]([C:5]2[CH:4]=[CH:3][C:2]([F:1])=[CH:7][CH:6]=2)[C:9](=[O:19])[C:10]([C:14]([O:16][CH2:17][CH3:18])=[O:15])=[CH:11]1)[CH3:28]. (7) Given the reactants C1CN([P+](ON2N=NC3C=CC=CC2=3)(N2CCCC2)N2CCCC2)CC1.F[P-](F)(F)(F)(F)F.C(N(CC)C(C)C)(C)C.[Cl:43][C:44]1[CH:45]=[CH:46][C:47]2[N:53]3[C:54]([CH:57]([CH3:59])[CH3:58])=[N:55][N:56]=[C:52]3[CH:51]([CH2:60][C:61]([OH:63])=O)[O:50][CH:49]([C:64]3[CH:69]=[CH:68][CH:67]=[C:66]([O:70][CH3:71])[C:65]=3[O:72][CH3:73])[C:48]=2[CH:74]=1.[C:75]([N:78]1[CH2:83][CH2:82][NH:81][CH2:80][CH2:79]1)(=[O:77])[CH3:76], predict the reaction product. The product is: [C:75]([N:78]1[CH2:83][CH2:82][N:81]([C:61](=[O:63])[CH2:60][CH:51]2[O:50][CH:49]([C:64]3[CH:69]=[CH:68][CH:67]=[C:66]([O:70][CH3:71])[C:65]=3[O:72][CH3:73])[C:48]3[CH:74]=[C:44]([Cl:43])[CH:45]=[CH:46][C:47]=3[N:53]3[C:54]([CH:57]([CH3:58])[CH3:59])=[N:55][N:56]=[C:52]23)[CH2:80][CH2:79]1)(=[O:77])[CH3:76].